From a dataset of Reaction yield outcomes from USPTO patents with 853,638 reactions. Predict the reaction yield, written as a fraction of the theoretical maximum amount of product (1.0 means a 100% yield; for example, 0.34 means a 34% yield). The reactants are Br[C:2]1[CH:3]=[CH:4][C:5]([N:10]2[CH2:32][CH2:31][C:13]3[N:14]=[CH:15][N:16]=[C:17]([NH:18][C@@H:19]([C:21]4[CH:22]=[N:23][C:24]([C:27]([F:30])([F:29])[F:28])=[CH:25][CH:26]=4)[CH3:20])[C:12]=3[CH2:11]2)=[C:6]([CH:9]=1)[C:7]#[N:8].[CH3:33]B(O)O.P([O-])([O-])([O-])=O.[K+].[K+].[K+].C1(P(C2CCCCC2)C2CCCCC2)CCCCC1. The catalyst is C([O-])(=O)C.[Pd+2].C([O-])(=O)C.O.C1(C)C=CC=CC=1. The product is [CH3:33][C:2]1[CH:3]=[CH:4][C:5]([N:10]2[CH2:32][CH2:31][C:13]3[N:14]=[CH:15][N:16]=[C:17]([NH:18][C@@H:19]([C:21]4[CH:22]=[N:23][C:24]([C:27]([F:30])([F:29])[F:28])=[CH:25][CH:26]=4)[CH3:20])[C:12]=3[CH2:11]2)=[C:6]([CH:9]=1)[C:7]#[N:8]. The yield is 0.690.